This data is from Full USPTO retrosynthesis dataset with 1.9M reactions from patents (1976-2016). The task is: Predict the reactants needed to synthesize the given product. (1) Given the product [CH:1]1([N:4]([CH2:5][C:6]2[CH:44]=[CH:43][CH:42]=[C:8]([C:9](=[O:10])[NH:11][C:12]3[S:13][C:14]4[CH2:41][CH2:40][CH2:39][CH2:38][C:15]=4[C:16]=3[C:17](=[O:18])[NH:19][C:20]3[CH:25]=[CH:24][C:23]([CH2:26][CH2:27][C:28]4[CH:29]=[CH:30][C:31]([C:32]([O:34][CH3:35])=[O:33])=[CH:36][CH:37]=4)=[CH:22][CH:21]=3)[CH:7]=2)[C:46]2[N:47]=[CH:48][C:49]([C:52]([O:54][CH2:55][CH3:56])=[O:53])=[CH:50][N:51]=2)[CH2:3][CH2:2]1, predict the reactants needed to synthesize it. The reactants are: [CH:1]1([NH:4][CH2:5][C:6]2[CH:7]=[C:8]([CH:42]=[CH:43][CH:44]=2)[C:9]([NH:11][C:12]2[S:13][C:14]3[CH2:41][CH2:40][CH2:39][CH2:38][C:15]=3[C:16]=2[C:17]([NH:19][C:20]2[CH:25]=[CH:24][C:23]([CH2:26][CH2:27][C:28]3[CH:37]=[CH:36][C:31]([C:32]([O:34][CH3:35])=[O:33])=[CH:30][CH:29]=3)=[CH:22][CH:21]=2)=[O:18])=[O:10])[CH2:3][CH2:2]1.Cl[C:46]1[N:51]=[CH:50][C:49]([C:52]([O:54][CH2:55][CH3:56])=[O:53])=[CH:48][N:47]=1. (2) Given the product [ClH:36].[NH2:27][C:25](=[NH:26])[C:24]1[CH:28]=[CH:29][C:21]([O:20][CH2:19][CH2:18][CH2:17][N:14]2[CH2:15][CH2:16][N:11]([CH2:10][CH2:9][CH2:8][O:7][C:6]3[CH:5]=[CH:4][C:3]([C:2]([NH2:32])=[NH:1])=[CH:31][CH:30]=3)[CH2:12][CH2:13]2)=[CH:22][CH:23]=1, predict the reactants needed to synthesize it. The reactants are: [NH2:1][C:2](=[NH:32])[C:3]1[CH:31]=[CH:30][C:6]([O:7][CH2:8][CH2:9][CH2:10][N:11]2[CH2:16][CH2:15][N:14]([CH2:17][CH2:18][CH2:19][O:20][C:21]3[CH:29]=[CH:28][C:24]([C:25]([NH2:27])=[NH:26])=[CH:23][CH:22]=3)[CH2:13][CH2:12]2)=[CH:5][CH:4]=1.C(O)C.[ClH:36].O. (3) Given the product [NH:1]1[CH:5]=[CH:4][N:3]=[C:2]1[CH2:6][N:7]([CH2:14][C:15]1[CH:16]=[CH:17][C:18]([CH2:19][N:24]2[CH:25]([C:40]([O:42][CH2:43][CH3:44])=[O:41])[CH2:26][C:27]3([CH2:28][CH2:29][N:30]([C:33]([O:35][C:36]([CH3:39])([CH3:38])[CH3:37])=[O:34])[CH2:31][CH2:32]3)[CH2:23]2)=[CH:21][CH:22]=1)[CH2:8][C:9]1[NH:10][CH:11]=[CH:12][N:13]=1, predict the reactants needed to synthesize it. The reactants are: [NH:1]1[CH:5]=[CH:4][N:3]=[C:2]1[CH2:6][N:7]([CH2:14][C:15]1[CH:22]=[CH:21][C:18]([CH:19]=O)=[CH:17][CH:16]=1)[CH2:8][C:9]1[NH:10][CH:11]=[CH:12][N:13]=1.[CH2:23]1[C:27]2([CH2:32][CH2:31][N:30]([C:33]([O:35][C:36]([CH3:39])([CH3:38])[CH3:37])=[O:34])[CH2:29][CH2:28]2)[CH2:26][CH:25]([C:40]([O:42][CH2:43][CH3:44])=[O:41])[NH:24]1.C(O[BH-](OC(=O)C)OC(=O)C)(=O)C.[Na+].C(=O)([O-])O.[Na+]. (4) Given the product [Cl:21][C:22]1[CH:23]=[C:24]([CH:33]=[CH:34][C:35]=1[Cl:36])[CH2:25][N:26]1[CH2:27][CH2:28][CH:29]([NH:32][CH2:3][CH:2]([OH:1])[CH2:4][O:5][C:6]2[CH:11]=[CH:10][CH:9]=[CH:8][C:7]=2[NH:12][C:13](=[O:20])[C:14]2[CH:19]=[CH:18][CH:17]=[CH:16][CH:15]=2)[CH2:30][CH2:31]1, predict the reactants needed to synthesize it. The reactants are: [O:1]1[CH2:3][CH:2]1[CH2:4][O:5][C:6]1[CH:11]=[CH:10][CH:9]=[CH:8][C:7]=1[NH:12][C:13](=[O:20])[C:14]1[CH:19]=[CH:18][CH:17]=[CH:16][CH:15]=1.[Cl:21][C:22]1[CH:23]=[C:24]([CH:33]=[CH:34][C:35]=1[Cl:36])[CH2:25][N:26]1[CH2:31][CH2:30][CH:29]([NH2:32])[CH2:28][CH2:27]1.